Predict the reactants needed to synthesize the given product. From a dataset of Full USPTO retrosynthesis dataset with 1.9M reactions from patents (1976-2016). (1) Given the product [CH:17]([C:14]1[CH:15]=[CH:16][C:11]([S:8]([N:7]([CH2:22][C:23]([OH:25])=[O:24])[C:4]2[CH:3]=[CH:2][C:1]([CH3:20])=[CH:6][CH:5]=2)(=[O:10])=[O:9])=[N:12][CH:13]=1)([CH3:18])[CH3:19], predict the reactants needed to synthesize it. The reactants are: [C:1]1([CH3:20])[CH:6]=[CH:5][C:4]([NH:7][S:8]([C:11]2[CH:16]=[CH:15][C:14]([CH:17]([CH3:19])[CH3:18])=[CH:13][N:12]=2)(=[O:10])=[O:9])=[CH:3][CH:2]=1.Br[CH2:22][C:23]([O:25]C(C)(C)C)=[O:24]. (2) Given the product [Br:1][C:2]1[CH:3]=[C:4]([O:15][CH3:16])[C:5]([N:8]2[CH2:13][CH2:12][N:11]([CH3:14])[CH2:10][C@@H:9]2[CH3:17])=[N:6][CH:7]=1, predict the reactants needed to synthesize it. The reactants are: [Br:1][C:2]1[CH:3]=[C:4]([O:15][CH3:16])[C:5]([N:8]2[CH2:13][CH2:12][N:11]([CH3:14])[CH2:10][CH2:9]2)=[N:6][CH:7]=1.[CH3:17]OC1C(N2CCN(C)C[C@@H]2C)=NC=CC=1.